From a dataset of Full USPTO retrosynthesis dataset with 1.9M reactions from patents (1976-2016). Predict the reactants needed to synthesize the given product. Given the product [C:2](=[O:3])([O:11][CH:9]([CH3:10])[CH3:8])[O:4][CH:5]([Cl:7])[CH3:6], predict the reactants needed to synthesize it. The reactants are: Cl[C:2]([O:4][CH:5]([Cl:7])[CH3:6])=[O:3].[CH3:8][CH:9]([OH:11])[CH3:10].N1C=CC=CC=1.